Binary Classification. Given a miRNA mature sequence and a target amino acid sequence, predict their likelihood of interaction. From a dataset of Experimentally validated miRNA-target interactions with 360,000+ pairs, plus equal number of negative samples. (1) The miRNA is hsa-miR-1288-3p with sequence UGGACUGCCCUGAUCUGGAGA. The protein sequence of the target gene is MPTTQQSPQDEQEKLLDEAIQAVKVQSFQMKRCLDKNKLMDALKHASNMLGELRTSMLSPKSYYELYMAISDELHYLEVYLTDEFAKGRKVADLYELVQYAGNIIPRLYLLITVGVVYVKSFPQSRKDILKDLVEMCRGVQHPLRGLFLRNYLLQCTRNILPDEGEPTDEETTGDISDSMDFVLLNFAEMNKLWVRMQHQGHSRDREKRERERQELRILVGTNLVRLSQLEGVNVERYKQIVLTGILEQVVNCRDALAQEYLMECIIQVFPDEFHLQTLNPFLRACAELHQNVNVKNIII.... Result: 0 (no interaction). (2) The miRNA is hsa-miR-624-5p with sequence UAGUACCAGUACCUUGUGUUCA. The protein sequence of the target gene is MSGKSLLLKVILLGDGGVGKSSLMNRYVTNKFDSQAFHTIGVEFLNRDLEVDGRFVTLQIWDTAGQERFKSLRTPFYRGADCCLLTFSVDDRQSFENLGNWQKEFIYYADVKDPEHFPFVVLGNKVDKEDRQVTTEEAQTWCMENGDYPYLETSAKDDTNVTVAFEEAVRQVLAVEEQLEHCMLGHTIDLNSGSKAGSSCC. Result: 0 (no interaction). (3) The miRNA is hsa-miR-19b-3p with sequence UGUGCAAAUCCAUGCAAAACUGA. The protein sequence of the target gene is MSTPTDPGAMPHPGPSPGPGPSPGPILGPSPGPGPSPGSVHSMMGPSPGPPSVSHPMPTMGSTDFPQEGMHQMHKPIDGIHDKGIVEDIHCGSMKGTGMRPPHPGMGPPQSPMDQHSQGYMSPHPSPLGAPEHVSSPMSGGGPTPPQMPPSQPGALIPGDPQAMSQPNRGPSPFSPVQLHQLRAQILAYKMLARGQPLPETLQLAVQGKRTLPGLQQQQQQQQQQQQQQQQQQQQQQQPQQQPPQPQTQQQQQPALVNYNRPSGPGPELSGPSTPQKLPVPAPGGRPSPAPPAAAQPPAA.... Result: 1 (interaction). (4) The miRNA is hsa-miR-335-5p with sequence UCAAGAGCAAUAACGAAAAAUGU. The protein sequence of the target gene is MRIFRPWRLRCPALHLPSLSVFSLRWKLPSLTTDETMCKSVTTDEWKKVFYEKMEEAKPADSWDLIIDPNLKHNVLSPGWKQYLELHASGRFHCSWCWHTWQSPYVVILFHMFLDRAQRAGSVRMRVFKQLCYECGTARLDESSMLEENIEGLVDNLITSLREQCYGERGGQYRIHVASRQDNRRHRGEFCEACQEGIVHWKPSEKLLEEEATTYTFSRAPSPTKSQDQTGSGWNFCSIPWCLFWATVLLLIIYLQFSFRSSV. Result: 1 (interaction). (5) The miRNA is hsa-miR-1228-5p with sequence GUGGGCGGGGGCAGGUGUGUG. The protein sequence of the target gene is MANYIHVPPGSPEVPKLDVTVQDQEEQRCRDGALSLLRHLRPHWDPREVTLQLFTDGITNKLIACYVGDTMEDVVLVRIYGNKTELLVDRDEEVKSFRVLQAHGCAPQLYCTFNNGLCYEFIQGEALDPQHVCNPAIFRLIARQLAKIHAIHAHNGWIPKSNLWLKMGKYFSLIPTGFADENINKRFLSEIPSPQLLQEEMTWMKELLSSLGSPVVLCHNDLLCKNIIYNEKQGDVQFIDYEYSGYNYLAYDIGNHFNEFAGVSDVDYSLYPDRELQGQWLRSYLEAYKEYKGFGSDVTE.... Result: 0 (no interaction). (6) The miRNA is hsa-miR-20b-5p with sequence CAAAGUGCUCAUAGUGCAGGUAG. The protein sequence of the target gene is MAEQSDEAVKYYTLEEIQKHNHSKSTWLILHHKVYDLTKFLEEHPGGEEVLREQAGGDATENFEDVGHSTDAREMSKTFIIGELHPDDRPKLNKPPETLITTIDSSSSWWTNWVIPAISAVAVALMYRLYMAED. Result: 1 (interaction). (7) The miRNA is hsa-miR-1-3p with sequence UGGAAUGUAAAGAAGUAUGUAU. Result: 1 (interaction). The protein sequence of the target gene is MENQVLTPHVYWAQRHRELYLRVELSDVQNPAISITENVLHFKAQGHGAKGDNVYEFHLEFLDLVKPEPVYKLTQRQVNITVQKKVSQWWERLTKQEKRPLFLAPDFDRWLDESDAEMELRAKEEERLNKLRLESEGSPETLTNLRKGYLFMYNLVQFLGFSWIFVNLTVRFCILGKESFYDTFHTVADMMYFCQMLAVVETINAAIGVTTSPVLPSLIQLLGRNFILFIIFGTMEEMQNKAVVFFVFYLWSAIEIFRYSFYMLTCIDMDWKVLTWLRYTLWIPLYPLGCLAEAVSVIQS....